This data is from Reaction yield outcomes from USPTO patents with 853,638 reactions. The task is: Predict the reaction yield, written as a fraction of the theoretical maximum amount of product (1.0 means a 100% yield; for example, 0.34 means a 34% yield). (1) The reactants are [Br:1][C:2]1[N:3]=[C:4]([NH:15][C@H:16]2[CH2:21][CH2:20][C@H:19]([O:22][CH3:23])[CH2:18][CH2:17]2)[C:5]([NH:8][CH2:9][C:10](OCC)=[O:11])=[N:6][CH:7]=1.P(=O)(O)(O)O. The catalyst is O. The product is [Br:1][C:2]1[N:3]=[C:4]2[N:15]([C@H:16]3[CH2:21][CH2:20][C@H:19]([O:22][CH3:23])[CH2:18][CH2:17]3)[C:10](=[O:11])[CH2:9][NH:8][C:5]2=[N:6][CH:7]=1. The yield is 0.890. (2) The product is [Cl:31][C:30]1[C:21]([NH2:20])=[C:22]2[C:27](=[C:28]([C:32]3[O:14][C:12]([CH2:11][CH:8]4[CH2:7][CH2:6][N:5]([CH:1]5[CH2:2][CH2:3][CH2:4]5)[CH2:10][CH2:9]4)=[N:35][N:34]=3)[CH:29]=1)[O:26][CH2:25][CH2:24][CH2:23]2. No catalyst specified. The reactants are [CH:1]1([N:5]2[CH2:10][CH2:9][CH:8]([CH2:11][C:12]([OH:14])=O)[CH2:7][CH2:6]2)[CH2:4][CH2:3][CH2:2]1.P(Cl)(Cl)(Cl)=O.[NH2:20][C:21]1[C:30]([Cl:31])=[CH:29][C:28]([C:32]([NH:34][NH2:35])=O)=[C:27]2[C:22]=1[CH2:23][CH2:24][CH2:25][O:26]2. The yield is 0.300. (3) The reactants are [NH2:1][C:2]1[C:11]([O:12][CH:13]2[CH2:18][CH2:17][O:16][CH2:15][CH2:14]2)=[CH:10][CH:9]=[CH:8][C:3]=1[C:4]([O:6]C)=O.[O:19]([C:21]#[N:22])[K].C(OCC)(=O)C. The catalyst is CC(O)=O.O. The product is [O:16]1[CH2:17][CH2:18][CH:13]([O:12][C:11]2[CH:10]=[CH:9][CH:8]=[C:3]3[C:2]=2[N:1]=[C:21]([OH:19])[N:22]=[C:4]3[OH:6])[CH2:14][CH2:15]1. The yield is 0.420. (4) The reactants are [F:1][C:2]1[CH:3]=[N:4][C:5]([C@@H:8]([NH:10][C:11]2[N:16]=[C:15]([NH2:17])[N:14]=[C:13]([N:18]3[CH2:23][CH2:22][O:21][CH2:20][CH2:19]3)[N:12]=2)[CH3:9])=[N:6][CH:7]=1.Br[C:25]1[N:26]=[CH:27][S:28][CH:29]=1.CC1(C)C2C(=C(P(C3C=CC=CC=3)C3C=CC=CC=3)C=CC=2)OC2C(P(C3C=CC=CC=3)C3C=CC=CC=3)=CC=CC1=2. The catalyst is C1C=CC(/C=C/C(/C=C/C2C=CC=CC=2)=O)=CC=1.C1C=CC(/C=C/C(/C=C/C2C=CC=CC=2)=O)=CC=1.C1C=CC(/C=C/C(/C=C/C2C=CC=CC=2)=O)=CC=1.[Pd].[Pd]. The product is [F:1][C:2]1[CH:3]=[N:4][C:5]([C@@H:8]([NH:10][C:11]2[N:16]=[C:15]([NH:17][C:25]3[N:26]=[CH:27][S:28][CH:29]=3)[N:14]=[C:13]([N:18]3[CH2:19][CH2:20][O:21][CH2:22][CH2:23]3)[N:12]=2)[CH3:9])=[N:6][CH:7]=1. The yield is 0.0813. (5) The reactants are [CH3:1][CH:2]([N:4]1[C:12](/[CH:13]=[CH:14]/[C@H:15]([OH:24])[CH2:16][C@H:17]([OH:23])[CH2:18][C:19]([O:21]C)=[O:20])=[C:11]([C:25]2[CH:30]=[CH:29][C:28]([F:31])=[CH:27][CH:26]=2)[C:10]2[C:5]1=[CH:6][CH:7]=[CH:8][CH:9]=2)[CH3:3].[OH-].[Na+:33].CC(OC)(C)C. The catalyst is O.CC(O)C. The product is [CH3:3][CH:2]([N:4]1[C:12](/[CH:13]=[CH:14]/[CH:15]([OH:24])[CH2:16][CH:17]([OH:23])[CH2:18][C:19]([O-:21])=[O:20])=[C:11]([C:25]2[CH:26]=[CH:27][C:28]([F:31])=[CH:29][CH:30]=2)[C:10]2[CH:9]=[CH:8][CH:7]=[CH:6][C:5]1=2)[CH3:1].[Na+:33]. The yield is 0.620. (6) The reactants are [CH2:1]([O:3][C:4]([C:6]1[C:15](=[O:16])[C:14]2[C:9](=[C:10]([Cl:38])[C:11]([NH:18][CH2:19][CH:20]([OH:37])[CH2:21][O:22][CH:23]3[CH2:26][N:25](C(OCC4C=CC=CC=4)=O)[CH2:24]3)=[C:12]([F:17])[CH:13]=2)[N:8]([C:39]2[C:44]([F:45])=[CH:43][C:42]([F:46])=[C:41]([NH2:47])[N:40]=2)[CH:7]=1)=[O:5])[CH3:2]. The catalyst is CO.[Pd]. The product is [CH2:1]([O:3][C:4]([C:6]1[C:15](=[O:16])[C:14]2[C:9](=[C:10]([Cl:38])[C:11]([NH:18][CH2:19][CH:20]([OH:37])[CH2:21][O:22][CH:23]3[CH2:26][NH:25][CH2:24]3)=[C:12]([F:17])[CH:13]=2)[N:8]([C:39]2[C:44]([F:45])=[CH:43][C:42]([F:46])=[C:41]([NH2:47])[N:40]=2)[CH:7]=1)=[O:5])[CH3:2]. The yield is 0.930. (7) The reactants are [CH2:1]([O:8][C:9]([NH:11][CH2:12][CH2:13][CH2:14][OH:15])=[O:10])[C:2]1[CH:7]=[CH:6][CH:5]=[CH:4][CH:3]=1.[C:29]1(P([C:29]2[CH:34]=[CH:33][CH:32]=[CH:31][CH:30]=2)[C:29]2[CH:34]=[CH:33][CH:32]=[CH:31][CH:30]=2)[CH:34]=[CH:33][CH:32]=[CH:31][CH:30]=1.[N:35]([C:42]([O:44]CC)=O)=NC(OCC)=O.[C:47](OCC)(=[O:49])C. The catalyst is O1CCCC1. The product is [CH2:1]([O:8][C:9]([NH:11][CH2:12][CH2:13][CH2:14][O:15][N:35]1[C:42](=[O:44])[C:34]2=[CH:33][CH:32]=[CH:31][CH:30]=[C:29]2[C:47]1=[O:49])=[O:10])[C:2]1[CH:7]=[CH:6][CH:5]=[CH:4][CH:3]=1. The yield is 1.00.